This data is from Full USPTO retrosynthesis dataset with 1.9M reactions from patents (1976-2016). The task is: Predict the reactants needed to synthesize the given product. Given the product [CH3:31][N:25]1[C:22]2[C:23](=[O:24])[N:18]([CH2:17][CH2:16][CH2:15][C:12]3[CH:13]=[CH:14][C:9]([O:8][C:5]([CH3:6])([CH3:7])[C:4]([OH:33])=[O:3])=[CH:10][CH:11]=3)[C:19]([CH3:32])=[N:20][C:21]=2[C:27]([CH2:28][CH2:29][CH3:30])=[N:26]1, predict the reactants needed to synthesize it. The reactants are: C([O:3][C:4](=[O:33])[C:5]([O:8][C:9]1[CH:14]=[CH:13][C:12]([CH2:15][CH2:16][CH2:17][N:18]2[C:23](=[O:24])[C:22]3[N:25]([CH3:31])[N:26]=[C:27]([CH2:28][CH2:29][CH3:30])[C:21]=3[N:20]=[C:19]2[CH3:32])=[CH:11][CH:10]=1)([CH3:7])[CH3:6])C.[OH-].[K+].C(O)(=O)C.